Dataset: Aqueous solubility values for 9,982 compounds from the AqSolDB database. Task: Regression/Classification. Given a drug SMILES string, predict its absorption, distribution, metabolism, or excretion properties. Task type varies by dataset: regression for continuous measurements (e.g., permeability, clearance, half-life) or binary classification for categorical outcomes (e.g., BBB penetration, CYP inhibition). For this dataset (solubility_aqsoldb), we predict Y. (1) The molecule is CCN(CC)C(C)C(C)OC(=O)c1ccc(N)cc1. The Y is -3.42 log mol/L. (2) The molecule is Clc1cccc2cccc(Cl)c12. The Y is -5.80 log mol/L. (3) The Y is -2.54 log mol/L. The drug is CC(=O)OCSc1ncnc2c1ncn2COC(C)=O.